The task is: Predict the reactants needed to synthesize the given product.. This data is from Full USPTO retrosynthesis dataset with 1.9M reactions from patents (1976-2016). (1) Given the product [CH:26]1([CH2:29][NH:30][C:2]2[C:7]3[N:8]=[C:9]([NH:12][C:13]4[CH:18]=[CH:17][C:16]([C:19]5[CH:20]=[N:21][N:22]([CH3:24])[CH:23]=5)=[CH:15][C:14]=4[CH3:25])[N:10]=[CH:11][C:6]=3[CH:5]=[CH:4][N:3]=2)[CH2:28][CH2:27]1, predict the reactants needed to synthesize it. The reactants are: Cl[C:2]1[C:7]2[N:8]=[C:9]([NH:12][C:13]3[CH:18]=[CH:17][C:16]([C:19]4[CH:20]=[N:21][N:22]([CH3:24])[CH:23]=4)=[CH:15][C:14]=3[CH3:25])[N:10]=[CH:11][C:6]=2[CH:5]=[CH:4][N:3]=1.[CH:26]1([CH2:29][NH2:30])[CH2:28][CH2:27]1. (2) The reactants are: [CH2:1]([O:8][C:9]1[C:10]([O:21][CH3:22])=[CH:11][C:12]([C:17]([CH3:20])([CH3:19])[CH3:18])=[C:13]([CH:16]=1)C=O)[C:2]1[CH:7]=[CH:6][CH:5]=[CH:4][CH:3]=1.[C:23](O)(=O)[CH2:24][C:25]([OH:27])=[O:26].N1CCCCC1.Cl. Given the product [CH2:1]([O:8][C:9]1[C:10]([O:21][CH3:22])=[CH:11][C:12]([C:17]([CH3:20])([CH3:18])[CH3:19])=[C:13](/[CH:23]=[CH:24]/[C:25]([OH:27])=[O:26])[CH:16]=1)[C:2]1[CH:3]=[CH:4][CH:5]=[CH:6][CH:7]=1, predict the reactants needed to synthesize it. (3) Given the product [CH2:1]([O:3][C:4]([C:5]1([C:10]2[S:11][CH:12]=[CH:13][CH:14]=2)[CH2:6][CH2:7][CH:18]=[CH:17][CH2:16][CH2:15]1)=[O:19])[CH3:2], predict the reactants needed to synthesize it. The reactants are: [CH2:1]([O:3][C:4](=[O:19])[C:5]([CH2:15][CH2:16][CH:17]=[CH2:18])([C:10]1[S:11][CH:12]=[CH:13][CH:14]=1)[CH2:6][CH2:7]C=C)[CH3:2]. (4) Given the product [CH2:22]([O:24][C:25]([C:26]1[S:15][C:13]([C:7]2[C:8](=[O:12])[O:9][C:10]3[C:5]([CH:6]=2)=[CH:4][CH:3]=[C:2]([OH:1])[CH:11]=3)=[N:14][C:27]=1[CH3:28])=[O:31])[CH3:23], predict the reactants needed to synthesize it. The reactants are: [OH:1][C:2]1[CH:11]=[C:10]2[C:5]([CH:6]=[C:7]([C:13](=[S:15])[NH2:14])[C:8](=[O:12])[O:9]2)=[CH:4][CH:3]=1.C([O-])([O-])=O.[K+].[K+].[CH2:22]([O:24][C:25](=[O:31])[CH:26](Cl)[C:27](=O)[CH3:28])[CH3:23].C1(C)C=CC(S([O-])(=O)=O)=CC=1.[NH+]1C=CC=CC=1.